From a dataset of Reaction yield outcomes from USPTO patents with 853,638 reactions. Predict the reaction yield, written as a fraction of the theoretical maximum amount of product (1.0 means a 100% yield; for example, 0.34 means a 34% yield). (1) The reactants are [CH3:1][O:2][CH2:3][CH2:4][O:5][CH2:6][CH2:7][O:8][CH2:9][CH2:10][OH:11].[H-].[Na+].[O:14]1[CH2:19][CH2:18][CH2:17][CH2:16][CH:15]1[CH:20]([CH2:41][CH2:42][CH2:43][CH2:44][CH2:45][CH2:46][CH2:47][CH2:48][CH2:49]Br)[CH2:21][O:22][CH2:23][CH:24]([CH:35]1[CH2:40][CH2:39][CH2:38][CH2:37][O:36]1)[CH2:25][CH2:26][CH2:27][CH2:28][CH2:29][CH2:30][CH2:31][CH2:32][CH2:33]Br. The catalyst is CN(C)C=O. The product is [O:14]1[CH2:19][CH2:18][CH2:17][CH2:16][CH:15]1[CH:20]([CH2:41][CH2:42][CH2:43][CH2:44][CH2:45][CH2:46][CH2:47][CH2:48][CH2:49][O:11][CH2:10][CH2:9][O:8][CH2:7][CH2:6][O:5][CH2:4][CH2:3][O:2][CH3:1])[CH2:21][O:22][CH2:23][CH:24]([CH:35]1[CH2:40][CH2:39][CH2:38][CH2:37][O:36]1)[CH2:25][CH2:26][CH2:27][CH2:28][CH2:29][CH2:30][CH2:31][CH2:32][CH2:33][O:11][CH2:10][CH2:9][O:8][CH2:7][CH2:6][O:5][CH2:4][CH2:3][O:2][CH3:1]. The yield is 0.470. (2) The reactants are [Cl:1][C:2]1[CH:7]=[CH:6][C:5]([CH3:8])=[C:4]([F:9])[C:3]=1[O:10][C:11]1[CH:16]=[CH:15][CH:14]=[CH:13][CH:12]=1.C1C(=O)N([Br:24])C(=O)C1. The catalyst is C(Cl)(Cl)(Cl)Cl. The product is [Br:24][CH2:8][C:5]1[CH:6]=[CH:7][C:2]([Cl:1])=[C:3]([O:10][C:11]2[CH:12]=[CH:13][CH:14]=[CH:15][CH:16]=2)[C:4]=1[F:9]. The yield is 0.0900. (3) The reactants are [CH2:1]([O:8][C:9]1[C:10](=[O:26])[N:11]([CH2:15][C:16]([O:18]N2C(=O)CCC2=O)=O)[CH:12]=[CH:13][CH:14]=1)[C:2]1[CH:7]=[CH:6][CH:5]=[CH:4][CH:3]=1.C1([C:33]2[CH:40]=[CH:39][C:36]([CH2:37][NH2:38])=[CH:35][CH:34]=2)C=CC=CC=1.[Al]. The catalyst is C(Cl)Cl. The product is [CH2:1]([O:8][C:9]1[C:10](=[O:26])[N:11]([CH2:15][C:16](=[O:18])[N:38]([C:2]2[CH:7]=[CH:6][CH:5]=[CH:4][CH:3]=2)[CH2:37][C:36]2[CH:35]=[CH:34][CH:33]=[CH:40][CH:39]=2)[CH:12]=[CH:13][CH:14]=1)[C:2]1[CH:3]=[CH:4][CH:5]=[CH:6][CH:7]=1. The yield is 0.550.